From a dataset of Tyrosyl-DNA phosphodiesterase HTS with 341,365 compounds. Binary Classification. Given a drug SMILES string, predict its activity (active/inactive) in a high-throughput screening assay against a specified biological target. The molecule is O=C(N1CCN(CC1)c1nc(N2CCN(CC2)C(=O)C(n2nnc(c2)C(N)Cc2ccc(O)cc2)CCC(O)=O)nc(n1)NCCOCCOCCOCC#C)C(n1nnc(C(N)CC(C)C)c1)Cc1[nH]c2c(c1)cccc2. The result is 0 (inactive).